This data is from Forward reaction prediction with 1.9M reactions from USPTO patents (1976-2016). The task is: Predict the product of the given reaction. Given the reactants [OH-].[K+].[Br:3][CH:4]=[CH:5][C:6]([F:12])(F)[C:7]([F:10])([F:9])[F:8].Br.FC(F)([C:18]([F:21])([F:20])[F:19])C#C.[Br:23]C(=CC)C(F)(F)F.BrBr.FC(F)(F)C=CC.BrC(C(F)(F)C(F)(F)F)=C(F)C(F)(F)F.BrC(Br)(C(F)(F)C(F)(F)F)C(F)(F)C(F)(F)F.BrC(C(F)(C(F)(F)F)C(F)(F)F)=C.FC(F)(F)C(F)(C=C)C(F)(F)F, predict the reaction product. The product is: [Br:23][CH:5]([CH2:4][Br:3])[C:6]([F:12])([C:7]([F:8])([F:9])[F:10])[C:18]([F:21])([F:20])[F:19].